Predict which catalyst facilitates the given reaction. From a dataset of Catalyst prediction with 721,799 reactions and 888 catalyst types from USPTO. (1) Reactant: [CH2:1]([N:3]1[C:7]2=[N:8][C:9]([CH2:29][CH3:30])=[C:10]([CH2:19][NH:20][C:21]([C:23]3([C:26](O)=[O:27])[CH2:25][CH2:24]3)=[O:22])[C:11]([NH:12][CH:13]3[CH2:18][CH2:17][O:16][CH2:15][CH2:14]3)=[C:6]2[CH:5]=[N:4]1)[CH3:2].[CH3:31][N:32]1[CH2:37][CH2:36][CH:35]([CH2:38][C:39]2[CH:40]=[C:41]([C:45]3[CH:50]=[CH:49][CH:48]=[C:47]([CH2:51]N)[CH:46]=3)[CH:42]=[CH:43][CH:44]=2)[CH2:34][CH2:33]1.C[N:54]1CCC(CC2C=C(C3C=CC=C(CN)C=3)C=CC=2)CC1.CN(C(ON1N=NC2C=CC=CC1=2)=[N+](C)C)C.F[P-](F)(F)(F)(F)F.CCN(CC)CC. Product: [CH2:1]([N:3]1[C:7]2=[N:8][C:9]([CH2:29][CH3:30])=[C:10]([CH2:19][N:20]([CH2:51][C:47]3[CH:46]=[C:45]([C:41]4[CH:42]=[CH:43][CH:44]=[C:39]([CH2:38][CH:35]5[CH2:36][CH2:37][N:32]([CH3:31])[CH2:33][CH2:34]5)[CH:40]=4)[CH:50]=[CH:49][CH:48]=3)[C:21]([C:23]3([C:26]([NH2:54])=[O:27])[CH2:24][CH2:25]3)=[O:22])[C:11]([NH:12][CH:13]3[CH2:18][CH2:17][O:16][CH2:15][CH2:14]3)=[C:6]2[CH:5]=[N:4]1)[CH3:2]. The catalyst class is: 2. (2) Reactant: [Cl:1][C:2]1[CH:7]=[CH:6][CH:5]=[CH:4][C:3]=1[CH2:8][C:9]([NH:11][NH2:12])=O.[CH3:13][O:14][C:15]1[CH:16]=[C:17]([N:21]=[C:22]=[S:23])[CH:18]=[CH:19][CH:20]=1. Product: [Cl:1][C:2]1[CH:7]=[CH:6][CH:5]=[CH:4][C:3]=1[CH2:8][C:9]1[N:21]([C:17]2[CH:18]=[CH:19][CH:20]=[C:15]([O:14][CH3:13])[CH:16]=2)[C:22](=[S:23])[NH:12][N:11]=1. The catalyst class is: 10. (3) Reactant: [Cl:1][C:2]1[N:7]=[C:6](Cl)[C:5]([C:9]2[CH:14]=[CH:13][CH:12]=[CH:11][CH:10]=2)=[CH:4][N:3]=1.[CH:15]1([C:18]2[CH:19]=[C:20]([NH2:23])[NH:21][N:22]=2)[CH2:17][CH2:16]1. Product: [Cl:1][C:2]1[N:7]=[C:6]([NH:23][C:20]2[NH:21][N:22]=[C:18]([CH:15]3[CH2:17][CH2:16]3)[CH:19]=2)[C:5]([C:9]2[CH:14]=[CH:13][CH:12]=[CH:11][CH:10]=2)=[CH:4][N:3]=1. The catalyst class is: 8. (4) Reactant: C(N(CC)CC)C.Cl.[NH2:9][C:10]1[N:15]=[CH:14][C:13]([C:16]2[C:17]([CH:27]=[O:28])=[N:18][N:19]([CH:21]3[CH2:26][CH2:25][NH:24][CH2:23][CH2:22]3)[CH:20]=2)=[CH:12][C:11]=1[C:29]1[O:30][C:31]2[CH:37]=[CH:36][CH:35]=[CH:34][C:32]=2[N:33]=1.[C:38](Cl)(=[O:40])[CH3:39]. Product: [C:38]([N:24]1[CH2:25][CH2:26][CH:21]([N:19]2[CH:20]=[C:16]([C:13]3[CH:14]=[N:15][C:10]([NH2:9])=[C:11]([C:29]4[O:30][C:31]5[CH:37]=[CH:36][CH:35]=[CH:34][C:32]=5[N:33]=4)[CH:12]=3)[C:17]([CH:27]=[O:28])=[N:18]2)[CH2:22][CH2:23]1)(=[O:40])[CH3:39]. The catalyst class is: 2. (5) Reactant: [CH3:1][O:2][CH2:3]Cl.C(=O)([O-])[O-].[K+].[K+].[Br:11][C:12]1[C:21]([CH3:22])=[CH:20][C:19]([OH:23])=[C:18]2[C:13]=1[CH:14]=[CH:15][C:16](=[O:24])[NH:17]2. Product: [Br:11][C:12]1[C:21]([CH3:22])=[CH:20][C:19]([O:23][CH2:1][O:2][CH3:3])=[C:18]2[C:13]=1[CH:14]=[CH:15][C:16](=[O:24])[NH:17]2. The catalyst class is: 9. (6) Reactant: C(OC([N:8]1[CH2:11][CH:10]([C:12]([O:14][C@H:15]([C:26]2[CH:31]=[CH:30][C:29]([O:32][CH3:33])=[C:28]([O:34][CH3:35])[CH:27]=2)[CH2:16][C:17]2[C:22]([Cl:23])=[CH:21][N+:20]([O-:24])=[CH:19][C:18]=2[Cl:25])=[O:13])[CH2:9]1)=O)(C)(C)C.Cl.C(OCC)C.C(#N)C. Product: [ClH:23].[Cl:25][C:18]1[CH:19]=[N+:20]([O-:24])[CH:21]=[C:22]([Cl:23])[C:17]=1[CH2:16][C@H:15]([O:14][C:12]([CH:10]1[CH2:11][NH:8][CH2:9]1)=[O:13])[C:26]1[CH:31]=[CH:30][C:29]([O:32][CH3:33])=[C:28]([O:34][CH3:35])[CH:27]=1. The catalyst class is: 13. (7) Reactant: [C:1]([O:5][C:6]([NH:8][C@H:9]([C:11]([OH:13])=O)[CH3:10])=[O:7])([CH3:4])([CH3:3])[CH3:2].Cl.CN(C)CCCN=C=NCC.C1C=NC2N(O)N=NC=2C=1.[F:36][C:37]1[CH:38]=[C:39]([NH:44][C:45]2[N:50]=[CH:49][CH:48]=[CH:47][N:46]=2)[C:40]([NH2:43])=[CH:41][CH:42]=1. Product: [C:1]([O:5][C:6](=[O:7])[NH:8][C@H:9]([C:11](=[O:13])[NH:43][C:40]1[CH:41]=[CH:42][C:37]([F:36])=[CH:38][C:39]=1[NH:44][C:45]1[N:46]=[CH:47][CH:48]=[CH:49][N:50]=1)[CH3:10])([CH3:2])([CH3:3])[CH3:4]. The catalyst class is: 606.